This data is from Forward reaction prediction with 1.9M reactions from USPTO patents (1976-2016). The task is: Predict the product of the given reaction. (1) Given the reactants [C:1]([C:3]1[CH:8]=[C:7]([O:9][CH2:10][CH:11]2[CH2:16][CH2:15][N:14]([CH2:17][C:18]([CH2:22][CH3:23])([F:21])[CH2:19][CH3:20])[CH2:13][CH2:12]2)[CH:6]=[CH:5][C:4]=1[C:24]1[CH:29]=[CH:28][C:27]([C:30]([O:32]C)=[O:31])=[CH:26][CH:25]=1)#[N:2].O[Li].O, predict the reaction product. The product is: [C:1]([C:3]1[CH:8]=[C:7]([O:9][CH2:10][CH:11]2[CH2:12][CH2:13][N:14]([CH2:17][C:18]([CH2:22][CH3:23])([F:21])[CH2:19][CH3:20])[CH2:15][CH2:16]2)[CH:6]=[CH:5][C:4]=1[C:24]1[CH:29]=[CH:28][C:27]([C:30]([OH:32])=[O:31])=[CH:26][CH:25]=1)#[N:2]. (2) Given the reactants [NH2:1][C:2]1[NH:21][C:5]2=[CH:6][C:7]3[C:8]([CH3:20])([CH3:19])[C:9](=[O:18])[N:10]([CH2:13][CH2:14][CH2:15][CH2:16][CH3:17])[C:11]=3[CH:12]=[C:4]2[N:3]=1.[C:22]1([N:28]=[C:29]=[O:30])[CH:27]=[CH:26][CH:25]=[CH:24][CH:23]=1, predict the reaction product. The product is: [CH3:19][C:8]1([CH3:20])[C:7]2[CH:6]=[C:5]3[NH:21][C:2]([NH:1][C:29]([NH:28][C:22]4[CH:27]=[CH:26][CH:25]=[CH:24][CH:23]=4)=[O:30])=[N:3][C:4]3=[CH:12][C:11]=2[N:10]([CH2:13][CH2:14][CH2:15][CH2:16][CH3:17])[C:9]1=[O:18]. (3) Given the reactants O=[C:2]1[CH2:7][CH2:6][N:5]([C:8]2[CH:21]=[CH:20][C:11]([CH:12]=[C:13]3[S:17][C:16](=[O:18])[NH:15][C:14]3=[O:19])=[CH:10][CH:9]=2)[CH2:4][CH2:3]1.[NH2:22][CH2:23][CH:24]([C:26]1[CH:27]=[CH:28][C:29]([OH:37])=[C:30]([NH:32][S:33]([CH3:36])(=[O:35])=[O:34])[CH:31]=1)[OH:25], predict the reaction product. The product is: [O:18]=[C:16]1[NH:15][C:14](=[O:19])[C:13](=[CH:12][C:11]2[CH:20]=[CH:21][C:8]([N:5]3[CH2:6][CH2:7][CH:2]([NH:22][CH2:23][CH:24]([C:26]4[CH:27]=[CH:28][C:29]([OH:37])=[C:30]([NH:32][S:33]([CH3:36])(=[O:35])=[O:34])[CH:31]=4)[OH:25])[CH2:3][CH2:4]3)=[CH:9][CH:10]=2)[S:17]1. (4) Given the reactants [CH3:1][C:2]1[CH:3]=[C:4]([CH:7]=[CH:8][C:9]=1[CH3:10])[CH2:5][NH2:6].[CH:11]1([NH:14][C:15]([C:17]2[CH:18]=[C:19]([F:41])[C:20]([CH3:40])=[C:21]([C:23]3[CH:28]=[CH:27][C:26]([C:29]([OH:31])=O)=[CH:25][C:24]=3[C:32]([NH:34][C:35]3[S:36][CH:37]=[CH:38][N:39]=3)=[O:33])[CH:22]=2)=[O:16])[CH2:13][CH2:12]1.Cl.CN(C)CCCN=C=NCC.CCOC(C)=O, predict the reaction product. The product is: [CH:11]1([NH:14][C:15]([C:17]2[CH:22]=[C:21]([C:23]3[C:24]([C:32]([NH:34][C:35]4[S:36][CH:37]=[CH:38][N:39]=4)=[O:33])=[CH:25][C:26]([C:29]([NH:6][CH2:5][C:4]4[CH:7]=[CH:8][C:9]([CH3:10])=[C:2]([CH3:1])[CH:3]=4)=[O:31])=[CH:27][CH:28]=3)[C:20]([CH3:40])=[C:19]([F:41])[CH:18]=2)=[O:16])[CH2:13][CH2:12]1. (5) Given the reactants C[Al](C)C.[CH3:5][NH:6][CH2:7][CH2:8][CH3:9].[C:10]([C:12]1[C:17]2[N:18]=[C:19]([C:21]([O:23]CC)=O)[O:20][C:16]=2[C:15]([F:26])=[C:14]([C:27]2[CH:32]=[CH:31][CH:30]=[CH:29][CH:28]=2)[C:13]=1[CH3:33])#[N:11].Cl, predict the reaction product. The product is: [C:10]([C:12]1[C:17]2[N:18]=[C:19]([C:21]([N:6]([CH3:5])[CH2:7][CH2:8][CH3:9])=[O:23])[O:20][C:16]=2[C:15]([F:26])=[C:14]([C:27]2[CH:28]=[CH:29][CH:30]=[CH:31][CH:32]=2)[C:13]=1[CH3:33])#[N:11]. (6) Given the reactants [Cl:1][C:2]1[CH:3]=[C:4]([CH:10]([NH2:18])[C:11]2[CH:16]=[CH:15][C:14]([F:17])=[CH:13][CH:12]=2)[CH:5]=[N:6][C:7]=1[O:8][CH3:9].[C:19]([O:23][C:24]([N:26]1[CH2:31][CH2:30][CH:29]([CH2:32][C:33](O)=[O:34])[CH2:28][CH2:27]1)=[O:25])([CH3:22])([CH3:21])[CH3:20].C(Cl)CCl.C1C=NC2N(O)N=NC=2C=1.C([O-])(O)=O.[Na+], predict the reaction product. The product is: [Cl:1][C:2]1[CH:3]=[C:4]([CH:10]([NH:18][C:33](=[O:34])[CH2:32][CH:29]2[CH2:30][CH2:31][N:26]([C:24]([O:23][C:19]([CH3:21])([CH3:20])[CH3:22])=[O:25])[CH2:27][CH2:28]2)[C:11]2[CH:16]=[CH:15][C:14]([F:17])=[CH:13][CH:12]=2)[CH:5]=[N:6][C:7]=1[O:8][CH3:9].